From a dataset of Forward reaction prediction with 1.9M reactions from USPTO patents (1976-2016). Predict the product of the given reaction. (1) Given the reactants [F:1][C:2]([F:28])([C:7]1[CH:27]=[CH:26][C:10]([CH2:11][NH:12][C:13](=O)[CH2:14][C:15]2[CH:20]=[CH:19][CH:18]=[C:17]([C:21]([F:24])([F:23])[F:22])[CH:16]=2)=[CH:9][CH:8]=1)[C:3]([F:6])([F:5])[F:4], predict the reaction product. The product is: [F:1][C:2]([F:28])([C:7]1[CH:27]=[CH:26][C:10]([CH2:11][NH:12][CH2:13][CH2:14][C:15]2[CH:20]=[CH:19][CH:18]=[C:17]([C:21]([F:24])([F:22])[F:23])[CH:16]=2)=[CH:9][CH:8]=1)[C:3]([F:6])([F:5])[F:4]. (2) Given the reactants [CH2:1]([O:3][C:4]([C:6]1[CH:11]=[CH:10][CH:9]=[C:8]([S:12][Si](C(C)C)(C(C)C)C(C)C)[N:7]=1)=[O:5])[CH3:2].Cl[CH2:24][C:25](=[O:27])[CH3:26], predict the reaction product. The product is: [CH2:1]([O:3][C:4]([C:6]1[CH:11]=[CH:10][CH:9]=[C:8]([S:12][CH2:24][C:25](=[O:27])[CH3:26])[N:7]=1)=[O:5])[CH3:2]. (3) Given the reactants [F:1][C:2]1[CH:3]=[C:4]([CH:37]=[CH:38][CH:39]=1)[CH2:5][O:6][C:7]1[CH:35]=[CH:34][C:10]([NH:11][C:12]2[C:21]3[C:16](=[CH:17][CH:18]=[C:19]([C:22]4[O:26][C:25]([CH:27]=[CH:28][C:29]([O:31]CC)=[O:30])=[CH:24][CH:23]=4)[CH:20]=3)[N:15]=[CH:14][N:13]=2)=[CH:9][C:8]=1[Cl:36].[OH-].[Na+], predict the reaction product. The product is: [F:1][C:2]1[CH:3]=[C:4]([CH:37]=[CH:38][CH:39]=1)[CH2:5][O:6][C:7]1[CH:35]=[CH:34][C:10]([NH:11][C:12]2[C:21]3[C:16](=[CH:17][CH:18]=[C:19]([C:22]4[O:26][C:25]([CH:27]=[CH:28][C:29]([OH:31])=[O:30])=[CH:24][CH:23]=4)[CH:20]=3)[N:15]=[CH:14][N:13]=2)=[CH:9][C:8]=1[Cl:36]. (4) Given the reactants Cl.[C:2]([C:5]1[C:10]2[S:11][C:12]([C:15]([NH:17][C:18]3[CH:27]=[CH:26][C:25]4[C:20](=[CH:21][CH:22]=[CH:23][C:24]=4[CH2:28][OH:29])[N:19]=3)=[O:16])=[C:13]([CH3:14])[C:9]=2[C:8]([CH2:30][O:31][CH3:32])=[CH:7][CH:6]=1)(=[O:4])[CH3:3].C(=O)([O-])[O-].[K+].[K+].C(Cl)(Cl)Cl.O, predict the reaction product. The product is: [C:2]([C:5]1[C:10]2[S:11][C:12]([C:15]([NH:17][C:18]3[CH:27]=[CH:26][C:25]4[C:20](=[CH:21][CH:22]=[CH:23][C:24]=4[CH2:28][OH:29])[N:19]=3)=[O:16])=[C:13]([CH3:14])[C:9]=2[C:8]([CH2:30][O:31][CH3:32])=[CH:7][CH:6]=1)(=[O:4])[CH3:3]. (5) Given the reactants [I:1][C:2]1[CH:9]=[CH:8][C:5]([C:6]#[N:7])=[CH:4][C:3]=1[CH3:10].Cl.[NH2:12][OH:13].C(=O)(O)[O-].[Na+], predict the reaction product. The product is: [OH:13][N:12]=[C:6]([NH2:7])[C:5]1[CH:8]=[CH:9][C:2]([I:1])=[C:3]([CH3:10])[CH:4]=1. (6) Given the reactants [CH3:1][O:2][C:3]1[CH:8]=[CH:7][CH:6]=[C:5]([NH2:9])[CH:4]=1.C(O[CH:13]=[C:14]([C:20]([O:22][CH2:23][CH3:24])=[O:21])[C:15]([O:17][CH2:18][CH3:19])=[O:16])C, predict the reaction product. The product is: [CH3:1][O:2][C:3]1[CH:4]=[C:5]([NH:9][CH:13]=[C:14]([C:15]([O:17][CH2:18][CH3:19])=[O:16])[C:20]([O:22][CH2:23][CH3:24])=[O:21])[CH:6]=[CH:7][CH:8]=1. (7) Given the reactants [O:1]1[CH2:6][CH2:5][N:4]([C:7]2[N:12]=[C:11]([C:13]3[CH:18]=[CH:17][C:16]([NH:19][C:20](=[O:22])[CH3:21])=[CH:15][CH:14]=3)[N:10]=[C:9]3[N:23](C4CCCCO4)[N:24]=[CH:25][C:8]=23)[CH2:3][CH2:2]1.Cl, predict the reaction product. The product is: [O:1]1[CH2:2][CH2:3][N:4]([C:7]2[N:12]=[C:11]([C:13]3[CH:14]=[CH:15][C:16]([NH:19][C:20](=[O:22])[CH3:21])=[CH:17][CH:18]=3)[N:10]=[C:9]3[NH:23][N:24]=[CH:25][C:8]=23)[CH2:5][CH2:6]1.